From a dataset of Reaction yield outcomes from USPTO patents with 853,638 reactions. Predict the reaction yield, written as a fraction of the theoretical maximum amount of product (1.0 means a 100% yield; for example, 0.34 means a 34% yield). (1) The reactants are [H-].[Na+].[C:3](#[N:5])[CH3:4].[F:6][C:7]([F:21])([F:20])[C:8]1[CH:9]=[C:10]([CH2:14][C:15](OCC)=[O:16])[CH:11]=[CH:12][CH:13]=1.Cl. The catalyst is O1CCOCC1.O. The product is [O:16]=[C:15]([CH2:14][C:10]1[CH:11]=[CH:12][CH:13]=[C:8]([C:7]([F:6])([F:20])[F:21])[CH:9]=1)[CH2:4][C:3]#[N:5]. The yield is 0.540. (2) The reactants are [Cl:1][C:2]1[CH:3]=[CH:4][C:5]([F:20])=[C:6]([C:8]2[N:13]=[C:12](I)[C:11]3[CH2:15][C:16]([CH3:19])([CH3:18])[CH2:17][C:10]=3[N:9]=2)[CH:7]=1.[CH3:21][O:22][C:23](=[O:31])[C:24]1[C:29]([NH2:30])=[CH:28][CH:27]=[N:26][CH:25]=1.C1C=CC(P(C2C=CC3C(=CC=CC=3)C=2C2C3C(=CC=CC=3)C=CC=2P(C2C=CC=CC=2)C2C=CC=CC=2)C2C=CC=CC=2)=CC=1.C([O-])([O-])=O.[Cs+].[Cs+]. The catalyst is O1CCOCC1.CC([O-])=O.CC([O-])=O.[Pd+2]. The product is [CH3:21][O:22][C:23](=[O:31])[C:24]1[C:29]([NH:30][C:12]2[C:11]3[CH2:15][C:16]([CH3:19])([CH3:18])[CH2:17][C:10]=3[N:9]=[C:8]([C:6]3[CH:7]=[C:2]([Cl:1])[CH:3]=[CH:4][C:5]=3[F:20])[N:13]=2)=[CH:28][CH:27]=[N:26][CH:25]=1. The yield is 0.340. (3) The reactants are [CH3:1][O:2][C:3](=[O:17])[C:4](=[CH:9][C:10]1[CH:15]=[CH:14][C:13]([F:16])=[CH:12][CH:11]=1)[CH2:5][C:6]([OH:8])=O.[C:18]([O-])(=[O:20])[CH3:19].[Na+]. The catalyst is C(OC(=O)C)(=O)C. The product is [CH3:1][O:2][C:3]([C:4]1[CH:5]=[C:6]([O:8][C:18](=[O:20])[CH3:19])[C:15]2[C:10](=[CH:11][CH:12]=[C:13]([F:16])[CH:14]=2)[CH:9]=1)=[O:17]. The yield is 0.500.